This data is from Full USPTO retrosynthesis dataset with 1.9M reactions from patents (1976-2016). The task is: Predict the reactants needed to synthesize the given product. (1) Given the product [Br:11][C:10]1[C:4]2[C:5](=[CH:6][N:7]=[C:2]([CH3:1])[CH:3]=2)[NH:8][N:9]=1, predict the reactants needed to synthesize it. The reactants are: [CH3:1][C:2]1[CH:3]=[C:4]2[CH:10]=[N:9][NH:8][C:5]2=[CH:6][N:7]=1.[Br:11]Br.[OH-].[Na+]. (2) Given the product [Cl:12][C:13]1[CH:18]=[CH:17][C:16]([S:19]([CH:22]([C:23]2[CH:28]=[C:27]([F:29])[CH:26]=[CH:25][C:24]=2[F:30])[CH2:1][CH2:2][CH2:3][CH2:9][CH:6]=[O:7])(=[O:21])=[O:20])=[CH:15][CH:14]=1, predict the reactants needed to synthesize it. The reactants are: [CH2:1]([Li])[CH2:2][CH2:3]C.[CH2:6]([CH2:9]OC)[O:7]C.[Cl:12][C:13]1[CH:18]=[CH:17][C:16]([S:19]([CH2:22][C:23]2[CH:28]=[C:27]([F:29])[CH:26]=[CH:25][C:24]=2[F:30])(=[O:21])=[O:20])=[CH:15][CH:14]=1. (3) Given the product [CH2:32]([O:31][CH:30]([O:34][CH2:35][CH3:36])[C@@H:29]([N:17]([CH2:18][C:19]1[CH:20]=[CH:21][CH:22]=[C:23]2[C:28]=1[N:27]=[CH:26][CH:25]=[CH:24]2)[C:15](=[O:16])[C@@H:14]([NH:13][C:10](=[O:12])[CH2:9][N:7]([CH3:8])[NH:6][C:4]([NH:3][CH2:1][CH3:2])=[O:5])[CH3:38])[CH3:37])[CH3:33], predict the reactants needed to synthesize it. The reactants are: [CH2:1]([NH:3][C:4]([NH:6][N:7]([CH2:9][C:10]([OH:12])=O)[CH3:8])=[O:5])[CH3:2].[NH2:13][C@@H:14]([CH3:38])[C:15]([N:17]([C@@H:29]([CH3:37])[CH:30]([O:34][CH2:35][CH3:36])[O:31][CH2:32][CH3:33])[CH2:18][C:19]1[CH:20]=[CH:21][CH:22]=[C:23]2[C:28]=1[N:27]=[CH:26][CH:25]=[CH:24]2)=[O:16]. (4) Given the product [CH3:55][C:56]1[CH:60]=[C:59]([CH3:61])[N:58]([CH2:62][CH2:63][CH2:64][NH:65][C:19]([C:16]2[CH:15]=[CH:14][C:13]3[C:18](=[C:9]([C:6]4[CH:7]=[CH:8][C:3]([O:2][CH3:1])=[CH:4][CH:5]=4)[CH:10]=[N:11][CH:12]=3)[N:17]=2)=[O:20])[N:57]=1, predict the reactants needed to synthesize it. The reactants are: [CH3:1][O:2][C:3]1[CH:8]=[CH:7][C:6]([C:9]2[CH:10]=[N:11][CH:12]=[C:13]3[C:18]=2[N:17]=[C:16]([C:19](O)=[O:20])[CH:15]=[CH:14]3)=[CH:5][CH:4]=1.C(N(CC)C(C)C)(C)C.F[P-](F)(F)(F)(F)F.N1(OC(N(C)C)=[N+](C)C)C2N=CC=CC=2N=N1.[CH3:55][C:56]1[CH:60]=[C:59]([CH3:61])[N:58]([CH2:62][CH2:63][CH2:64][NH2:65])[N:57]=1. (5) Given the product [CH2:17]([O:10][C:9]1[CH:8]=[CH:7][C:4]([CH:5]=[O:6])=[CH:3][C:2]=1[OH:1])[CH3:18], predict the reactants needed to synthesize it. The reactants are: [OH:1][C:2]1[CH:3]=[C:4]([CH:7]=[CH:8][C:9]=1[OH:10])[CH:5]=[O:6].C(=O)([O-])[O-].[K+].[K+].[CH2:17](I)[CH3:18].Cl. (6) Given the product [CH:22]1([CH2:27][C:28]([NH:1][C:2]2[C:11]3[C:6](=[CH:7][CH:8]=[CH:9][CH:10]=3)[CH:5]=[CH:4][C:3]=2[C:12]([OH:21])([C:13]([F:14])([F:15])[F:16])[C:17]([F:18])([F:19])[F:20])=[O:29])[CH2:26][CH2:25][CH2:24][CH2:23]1, predict the reactants needed to synthesize it. The reactants are: [NH2:1][C:2]1[C:11]2[C:6](=[CH:7][CH:8]=[CH:9][CH:10]=2)[CH:5]=[CH:4][C:3]=1[C:12]([OH:21])([C:17]([F:20])([F:19])[F:18])[C:13]([F:16])([F:15])[F:14].[CH:22]1([CH2:27][C:28](Cl)=[O:29])[CH2:26][CH2:25][CH2:24][CH2:23]1. (7) The reactants are: Br[C:2]1(Br)[C:10]2[C:5](=[CH:6][C:7]([Cl:11])=[CH:8][CH:9]=2)[NH:4][C:3]1=[O:12].C[OH:15]. Given the product [Cl:11][C:7]1[CH:6]=[C:5]2[C:10]([C:2](=[O:15])[C:3](=[O:12])[NH:4]2)=[CH:9][CH:8]=1, predict the reactants needed to synthesize it. (8) Given the product [Cl:48][C:45]1[S:44][C:43]([C:41]2[N:42]=[C:37]([N:36]3[C:35]4[C:27](=[CH:28][C:29]([C:30]([OH:32])=[O:31])=[CH:33][CH:34]=4)[CH2:26][C:23]3=[O:25])[C:38]3[CH2:51][CH2:50][CH2:49][C:39]=3[N:40]=2)=[CH:47][CH:46]=1, predict the reactants needed to synthesize it. The reactants are: CCN(C(C)C)C(C)C.FC(F)(F)C(OC(=O)C(F)(F)F)=O.[C:23]([CH2:26][C:27]1[CH:28]=[C:29]([CH:33]=[CH:34][C:35]=1[NH:36][C:37]1[C:38]2[CH2:51][CH2:50][CH2:49][C:39]=2[N:40]=[C:41]([C:43]2[S:44][C:45]([Cl:48])=[CH:46][CH:47]=2)[N:42]=1)[C:30]([OH:32])=[O:31])([OH:25])=O.O. (9) Given the product [CH3:1][O:2][C:3](=[O:23])[CH2:4][CH2:5][C:6]1[C:14]2[O:13][C:12]([C:15]3[CH:20]=[CH:19][C:18]([OH:21])=[CH:17][CH:16]=3)=[CH:11][C:10]=2[CH:9]=[C:8]([OH:22])[CH:7]=1, predict the reactants needed to synthesize it. The reactants are: [CH3:1][O:2][C:3](=[O:23])[CH:4]=[CH:5][C:6]1[C:14]2[O:13][C:12]([C:15]3[CH:20]=[CH:19][C:18]([OH:21])=[CH:17][CH:16]=3)=[CH:11][C:10]=2[CH:9]=[C:8]([OH:22])[CH:7]=1.